Dataset: NCI-60 drug combinations with 297,098 pairs across 59 cell lines. Task: Regression. Given two drug SMILES strings and cell line genomic features, predict the synergy score measuring deviation from expected non-interaction effect. (1) Synergy scores: CSS=9.34, Synergy_ZIP=-0.932, Synergy_Bliss=-1.88, Synergy_Loewe=-15.2, Synergy_HSA=-1.20. Drug 1: CC1C(C(CC(O1)OC2CC(OC(C2O)C)OC3=CC4=CC5=C(C(=O)C(C(C5)C(C(=O)C(C(C)O)O)OC)OC6CC(C(C(O6)C)O)OC7CC(C(C(O7)C)O)OC8CC(C(C(O8)C)O)(C)O)C(=C4C(=C3C)O)O)O)O. Cell line: SNB-19. Drug 2: C1C(C(OC1N2C=NC3=C2NC=NCC3O)CO)O. (2) Cell line: HCT-15. Drug 1: C1C(C(OC1N2C=NC3=C2NC=NCC3O)CO)O. Drug 2: B(C(CC(C)C)NC(=O)C(CC1=CC=CC=C1)NC(=O)C2=NC=CN=C2)(O)O. Synergy scores: CSS=55.6, Synergy_ZIP=-3.39, Synergy_Bliss=-7.81, Synergy_Loewe=-25.3, Synergy_HSA=-3.73. (3) Drug 1: CC12CCC(CC1=CCC3C2CCC4(C3CC=C4C5=CN=CC=C5)C)O. Drug 2: CC1=C(C(=O)C2=C(C1=O)N3CC4C(C3(C2COC(=O)N)OC)N4)N. Cell line: COLO 205. Synergy scores: CSS=30.9, Synergy_ZIP=1.94, Synergy_Bliss=0.188, Synergy_Loewe=-21.0, Synergy_HSA=-2.22. (4) Drug 1: CCCS(=O)(=O)NC1=C(C(=C(C=C1)F)C(=O)C2=CNC3=C2C=C(C=N3)C4=CC=C(C=C4)Cl)F. Drug 2: CN(C(=O)NC(C=O)C(C(C(CO)O)O)O)N=O. Cell line: SK-MEL-2. Synergy scores: CSS=-4.22, Synergy_ZIP=-0.727, Synergy_Bliss=-7.55, Synergy_Loewe=-8.60, Synergy_HSA=-10.8. (5) Drug 1: CS(=O)(=O)OCCCCOS(=O)(=O)C. Drug 2: C1C(C(OC1N2C=NC3=C2NC=NCC3O)CO)O. Cell line: SF-539. Synergy scores: CSS=6.54, Synergy_ZIP=2.00, Synergy_Bliss=4.23, Synergy_Loewe=3.33, Synergy_HSA=0.818. (6) Drug 1: C1C(C(OC1N2C=C(C(=O)NC2=O)F)CO)O. Drug 2: CC1=C(C=C(C=C1)NC(=O)C2=CC=C(C=C2)CN3CCN(CC3)C)NC4=NC=CC(=N4)C5=CN=CC=C5. Cell line: RXF 393. Synergy scores: CSS=9.73, Synergy_ZIP=-5.59, Synergy_Bliss=-3.09, Synergy_Loewe=-0.130, Synergy_HSA=-0.0802.